Predict the product of the given reaction. From a dataset of Forward reaction prediction with 1.9M reactions from USPTO patents (1976-2016). Given the reactants [NH2:1][C:2]1[CH:7]=[CH:6][N:5]=[N:4][CH:3]=1.C1COCC1.N1C=CC=CC=1.Cl[C:20]([O:22][C:23]1[CH:28]=[CH:27][CH:26]=[CH:25][CH:24]=1)=[O:21], predict the reaction product. The product is: [N:5]1[CH:6]=[CH:7][C:2]([NH:1][C:20](=[O:21])[O:22][C:23]2[CH:28]=[CH:27][CH:26]=[CH:25][CH:24]=2)=[CH:3][N:4]=1.